Dataset: Forward reaction prediction with 1.9M reactions from USPTO patents (1976-2016). Task: Predict the product of the given reaction. Given the reactants [CH3:1][O:2][C:3]1[CH:12]=[C:11]2[C:6]([C:7]([O:13][C:14]3[CH:19]=[CH:18][C:17]([N+:20]([O-])=O)=[CH:16][N:15]=3)=[CH:8][CH:9]=[N:10]2)=[CH:5][C:4]=1[C:23]([NH2:25])=[O:24].[Cl-].[NH4+].O.C(OCC)(=O)C, predict the reaction product. The product is: [NH2:20][C:17]1[CH:18]=[CH:19][C:14]([O:13][C:7]2[C:6]3[C:11](=[CH:12][C:3]([O:2][CH3:1])=[C:4]([C:23]([NH2:25])=[O:24])[CH:5]=3)[N:10]=[CH:9][CH:8]=2)=[N:15][CH:16]=1.